From a dataset of Catalyst prediction with 721,799 reactions and 888 catalyst types from USPTO. Predict which catalyst facilitates the given reaction. Reactant: [Cl:1][CH2:2][C:3]1[NH:4][C:5]2[CH:11]=[CH:10][CH:9]=[CH:8][C:6]=2[N:7]=1.[C:12]1([P:18]([C:25]2[CH:30]=[CH:29][CH:28]=[CH:27][CH:26]=2)[C:19]2[CH:24]=[CH:23][CH:22]=[CH:21][CH:20]=2)[CH:17]=[CH:16][CH:15]=[CH:14][CH:13]=1. Product: [Cl-:1].[NH:7]1[C:6]2[CH:8]=[CH:9][CH:10]=[CH:11][C:5]=2[N:4]=[C:3]1[CH2:2][P+:18]([C:19]1[CH:20]=[CH:21][CH:22]=[CH:23][CH:24]=1)([C:25]1[CH:30]=[CH:29][CH:28]=[CH:27][CH:26]=1)[C:12]1[CH:13]=[CH:14][CH:15]=[CH:16][CH:17]=1. The catalyst class is: 11.